This data is from KCNQ2 potassium channel screen with 302,405 compounds. The task is: Binary Classification. Given a drug SMILES string, predict its activity (active/inactive) in a high-throughput screening assay against a specified biological target. (1) The compound is O=C(NC(CC(C)(C)C)(C)C)Nc1c(cccc1)C. The result is 0 (inactive). (2) The molecule is O(CCN(c1c(n(Cc2ccccc2)c(=O)[nH]c1=O)N)C(=O)COC(=O)c1occc1)C. The result is 0 (inactive). (3) The drug is Clc1ccc(OCC(=N/NS(=O)(=O)c2ccccc2)/N)cc1. The result is 0 (inactive).